This data is from Catalyst prediction with 721,799 reactions and 888 catalyst types from USPTO. The task is: Predict which catalyst facilitates the given reaction. (1) Reactant: [H-].[Al+3].[Li+].[H-].[H-].[H-].[Cl:7][C:8]1[N:16]=[C:15]2[C:11]([CH:12]=[C:13]([C:20](OCC)=O)[N:14]2[CH2:17][C:18]#[N:19])=[CH:10][CH:9]=1.O.O.O.O.O.O.O.O.O.O.S([O-])([O-])(=O)=O.[Na+].[Na+]. Product: [Cl:7][C:8]1[CH:9]=[CH:10][C:11]2[CH:12]=[C:13]3[CH2:20][NH:19][CH2:18][CH2:17][N:14]3[C:15]=2[N:16]=1. The catalyst class is: 28. (2) Product: [CH3:1][C:2]1[CH:7]=[CH:6][C:5]([O:8][CH2:17][C:16]([F:27])([F:26])[F:15])=[CH:4][N:3]=1. The catalyst class is: 18. Reactant: [CH3:1][C:2]1[CH:7]=[CH:6][C:5]([OH:8])=[CH:4][N:3]=1.C(=O)([O-])[O-].[Cs+].[Cs+].[F:15][C:16]([F:27])([F:26])[CH2:17]OS(C(F)(F)F)(=O)=O. (3) Reactant: C([N:8]1[CH:12]=[C:11]([CH2:13][CH2:14][CH2:15][CH2:16][CH2:17][C:18]([OH:20])=[O:19])[N:10]=[N:9]1)C1C=CC=CC=1.C(O)(=O)C. Product: [NH:8]1[CH:12]=[C:11]([CH2:13][CH2:14][CH2:15][CH2:16][CH2:17][C:18]([OH:20])=[O:19])[N:10]=[N:9]1. The catalyst class is: 522. (4) Reactant: [F:1][C:2]1[C:3]([CH2:8][O:9][C:10]2[C:11]3[N:12]([C:17]([C:21]4[CH:22]=[N:23][NH:24][CH:25]=4)=[C:18]([CH3:20])[N:19]=3)[CH:13]=[C:14]([CH3:16])[CH:15]=2)=[N:4][CH:5]=[CH:6][CH:7]=1.[H-].[Na+].FC(F)(F)S(O[CH2:34][C:35]([CH3:40])([N+:37]([O-:39])=[O:38])[CH3:36])(=O)=O. Product: [F:1][C:2]1[C:3]([CH2:8][O:9][C:10]2[C:11]3[N:12]([C:17]([C:21]4[CH:22]=[N:23][N:24]([CH2:34][C:35]([CH3:40])([N+:37]([O-:39])=[O:38])[CH3:36])[CH:25]=4)=[C:18]([CH3:20])[N:19]=3)[CH:13]=[C:14]([CH3:16])[CH:15]=2)=[N:4][CH:5]=[CH:6][CH:7]=1. The catalyst class is: 56. (5) Reactant: [C:1]([C:3]1[CH:14]=[CH:13][C:6]([CH2:7][CH:8]([C:11]#[N:12])[C:9]#[N:10])=[CH:5][CH:4]=1)#[N:2].[H-].[Na+].Br[CH2:18][CH2:19][C:20]([F:23])([F:22])[F:21]. Product: [C:1]([C:3]1[CH:14]=[CH:13][C:6]([CH2:7][C:8]([CH2:18][CH2:19][C:20]([F:23])([F:22])[F:21])([C:11]#[N:12])[C:9]#[N:10])=[CH:5][CH:4]=1)#[N:2]. The catalyst class is: 9. (6) Reactant: [N+:1]([C:4]1[C:12]2[CH:11]=[C:10]([C:13]([OH:15])=O)[S:9][C:8]=2[CH:7]=[CH:6][CH:5]=1)([O-:3])=[O:2].[NH2:16][C:17]1[C:18]([O:32][CH3:33])=[C:19]([NH:27][S:28]([CH3:31])(=[O:30])=[O:29])[CH:20]=[C:21]([C:23]([CH3:26])([CH3:25])[CH3:24])[CH:22]=1.C(Cl)CCl.C1C=CC2N(O)N=NC=2C=1. Product: [C:23]([C:21]1[CH:20]=[C:19]([NH:27][S:28]([CH3:31])(=[O:30])=[O:29])[C:18]([O:32][CH3:33])=[C:17]([NH:16][C:13]([C:10]2[S:9][C:8]3[CH:7]=[CH:6][CH:5]=[C:4]([N+:1]([O-:3])=[O:2])[C:12]=3[CH:11]=2)=[O:15])[CH:22]=1)([CH3:26])([CH3:24])[CH3:25]. The catalyst class is: 3. (7) The catalyst class is: 462. Reactant: Br[C:2]1[C:3]([CH3:11])=[C:4]([C:7]([F:10])=[CH:8][CH:9]=1)[C:5]#[N:6].[CH2:12](O)[CH3:13]. Product: [CH:12]([C:2]1[C:3]([CH3:11])=[C:4]([C:7]([F:10])=[CH:8][CH:9]=1)[C:5]#[N:6])=[CH2:13]. (8) Reactant: C([N:8]1[CH2:13][CH2:12][C:11]([C:15]2[CH:20]=[CH:19][CH:18]=[CH:17][C:16]=2[Cl:21])([CH3:14])[CH2:10][CH2:9]1)C1C=CC=CC=1.C(N1CCC(C2C=CC(Cl)=CC=2)(C)CC1)C1C=CC=CC=1.ClC(OC(Cl)=O)C.ClC1C=CC(C2(C)CCNCC2)=CC=1. Product: [Cl:21][C:16]1[CH:17]=[CH:18][CH:19]=[CH:20][C:15]=1[C:11]1([CH3:14])[CH2:10][CH2:9][NH:8][CH2:13][CH2:12]1. The catalyst class is: 5. (9) Reactant: [Cl:1][C:2]1[C:3]([O:22][C@H:23]2[CH2:28][CH2:27][C@@H:26]([CH2:29][CH3:30])[CH2:25][CH2:24]2)=[CH:4][CH:5]=[C:6]2[C:11]=1[CH:10]=[C:9]([CH2:12][N:13]1[CH2:18][CH2:17][CH:16]([C:19]([O-:21])=[O:20])[CH2:15][CH2:14]1)[CH:8]=[CH:7]2.[OH-].[Na+].O.Cl. Product: [Cl:1][C:2]1[C:3]([O:22][C@H:23]2[CH2:24][CH2:25][C@@H:26]([CH2:29][CH3:30])[CH2:27][CH2:28]2)=[CH:4][CH:5]=[C:6]2[C:11]=1[CH:10]=[C:9]([CH2:12][N:13]1[CH2:14][CH2:15][CH:16]([C:19]([OH:21])=[O:20])[CH2:17][CH2:18]1)[CH:8]=[CH:7]2. The catalyst class is: 5.